From a dataset of Catalyst prediction with 721,799 reactions and 888 catalyst types from USPTO. Predict which catalyst facilitates the given reaction. (1) Reactant: [Br:1][C:2]1[C:11]2[C:6](=[CH:7][C:8]([C:12]3[O:16][C:15]([C:17]4[C:21]5[CH:22]=[CH:23][CH:24]=[CH:25][C:20]=5[O:19][C:18]=4[CH2:26][CH2:27][CH2:28][CH3:29])=[N:14][CH:13]=3)=[CH:9][CH:10]=2)[CH:5]=[CH:4][C:3]=1[O:30][CH2:31][C:32]1[CH:41]=[CH:40][C:35]([C:36]([O:38]C)=[O:37])=[CH:34][CH:33]=1.[OH-].[Na+].CO.O. Product: [Br:1][C:2]1[C:11]2[C:6](=[CH:7][C:8]([C:12]3[O:16][C:15]([C:17]4[C:21]5[CH:22]=[CH:23][CH:24]=[CH:25][C:20]=5[O:19][C:18]=4[CH2:26][CH2:27][CH2:28][CH3:29])=[N:14][CH:13]=3)=[CH:9][CH:10]=2)[CH:5]=[CH:4][C:3]=1[O:30][CH2:31][C:32]1[CH:33]=[CH:34][C:35]([C:36]([OH:38])=[O:37])=[CH:40][CH:41]=1. The catalyst class is: 1. (2) Reactant: [CH3:1][C:2]1[O:6][C:5]([C:7]2[CH:8]=[N:9][NH:10][C:11]=2[NH2:12])=[N:4][CH:3]=1.[Cl:13][C:14]1[CH:19]=[CH:18][C:17]([C:20](=O)[CH2:21][C:22](OCC)=[O:23])=[CH:16][C:15]=1[O:28][CH2:29][CH3:30].CC1C=CC(S(O)(=O)=O)=CC=1. Product: [Cl:13][C:14]1[CH:19]=[CH:18][C:17]([C:20]2[NH:12][C:11]3[N:10]([N:9]=[CH:8][C:7]=3[C:5]3[O:6][C:2]([CH3:1])=[CH:3][N:4]=3)[C:22](=[O:23])[CH:21]=2)=[CH:16][C:15]=1[O:28][CH2:29][CH3:30]. The catalyst class is: 114. (3) Reactant: [N:1]1[C:10]2[C:5](=[CH:6][CH:7]=[CH:8][CH:9]=2)[C:4]([C:11]([OH:13])=O)=[CH:3][CH:2]=1.C(N1C=CN=C1)(N1C=CN=C1)=O.Cl.[CH3:27][C@H:28]1[CH2:33][CH2:32][C@H:31]([NH2:34])[CH2:30][CH2:29]1.C(N(CC)C(C)C)(C)C. Product: [CH3:27][C@H:28]1[CH2:33][CH2:32][C@H:31]([NH:34][C:11]([C:4]2[C:5]3[C:10](=[CH:9][CH:8]=[CH:7][CH:6]=3)[N:1]=[CH:2][CH:3]=2)=[O:13])[CH2:30][CH2:29]1. The catalyst class is: 695. (4) Reactant: [Cl:1][C:2]1[CH:3]=[CH:4][C:5]([O:30][CH3:31])=[C:6]([NH:8][S:9]([C:12]2[CH:21]=[CH:20][C:19]([O:22][CH3:23])=[C:18]3[C:13]=2[CH2:14][CH2:15][C@H:16]([NH:24][C:25](=O)OCC)[CH2:17]3)(=[O:11])=[O:10])[CH:7]=1.[H-].[H-].[H-].[H-].[Li+].[Al+3]. Product: [Cl:1][C:2]1[CH:3]=[CH:4][C:5]([O:30][CH3:31])=[C:6]([NH:8][S:9]([C:12]2[C:13]3[CH2:14][CH2:15][C@H:16]([NH:24][CH3:25])[CH2:17][C:18]=3[C:19]([O:22][CH3:23])=[CH:20][CH:21]=2)(=[O:11])=[O:10])[CH:7]=1. The catalyst class is: 1. (5) Reactant: C([Li])(CC)C.C1C[C@H]2N(C[C@H]3[C@@H]4CCCCN4C[C@@H]2C3)CC1.[C:23]([O:27][C:28]([N:30]1[CH2:34][CH2:33][CH2:32][C:31]1([CH3:36])[CH3:35])=[O:29])([CH3:26])([CH3:25])[CH3:24].[CH2:37]([N:44]([CH2:55][C:56]1[CH:61]=[CH:60][CH:59]=[CH:58][CH:57]=1)[C@@H:45]([CH2:48][C:49]1[CH:54]=[CH:53][CH:52]=[CH:51][CH:50]=1)[CH:46]=[O:47])[C:38]1[CH:43]=[CH:42][CH:41]=[CH:40][CH:39]=1.[Cl-].[NH4+]. Product: [C:23]([O:27][C:28]([N:30]1[C:31]([CH3:36])([CH3:35])[CH2:32][CH2:33][C@@H:34]1[C@@H:46]([OH:47])[C@@H:45]([N:44]([CH2:37][C:38]1[CH:39]=[CH:40][CH:41]=[CH:42][CH:43]=1)[CH2:55][C:56]1[CH:57]=[CH:58][CH:59]=[CH:60][CH:61]=1)[CH2:48][C:49]1[CH:54]=[CH:53][CH:52]=[CH:51][CH:50]=1)=[O:29])([CH3:26])([CH3:24])[CH3:25]. The catalyst class is: 757. (6) Reactant: [OH:1][C:2]1[CH:3]=[C:4]([CH:7]=[CH:8][CH:9]=1)[CH:5]=[O:6].C([O-])([O-])=O.[Cs+].[Cs+].Cl.Cl[CH2:18][CH2:19][N:20]1[CH2:24][CH2:23][CH2:22][CH2:21]1. Product: [N:20]1([CH2:19][CH2:18][O:1][C:2]2[CH:3]=[C:4]([CH:7]=[CH:8][CH:9]=2)[CH:5]=[O:6])[CH2:24][CH2:23][CH2:22][CH2:21]1. The catalyst class is: 16. (7) The catalyst class is: 5. Product: [Cl:21][C:22]1[CH:23]=[CH:24][C:25]([NH:28][C:29]2[C:32](=[O:33])[C:31](=[O:35])[C:30]=2[NH:1][CH2:2][CH2:3][NH:4][C:5]2[CH:10]=[C:9]([N:11]3[CH2:15][CH2:14][CH2:13][CH2:12]3)[N:8]=[C:7]([N:16]([CH2:17][CH3:18])[CH2:19][CH3:20])[N:6]=2)=[CH:26][CH:27]=1. Reactant: [NH2:1][CH2:2][CH2:3][NH:4][C:5]1[CH:10]=[C:9]([N:11]2[CH2:15][CH2:14][CH2:13][CH2:12]2)[N:8]=[C:7]([N:16]([CH2:19][CH3:20])[CH2:17][CH3:18])[N:6]=1.[Cl:21][C:22]1[CH:27]=[CH:26][C:25]([NH:28][C:29]2[C:30](=O)[C:31](=[O:35])[C:32]=2[O:33]C)=[CH:24][CH:23]=1. (8) Reactant: Cl.Cl.[Cl:3][C:4]1[CH:5]=[N:6][C:7]2[NH:8][C:9]3[CH:10]=[CH:11][CH:12]=[C:13]([CH:26]=3)[CH2:14][CH2:15][C:16]3[CH:24]=[C:20]([NH:21][C:22]=1[N:23]=2)[CH:19]=[CH:18][C:17]=3[NH2:25].N1C=CC=CC=1.[C:33](Cl)(Cl)=[O:34].C1(C)C=CC=CC=1.[NH:44]1[CH2:48][CH2:47][C@@H:46]([NH:49][C:50](=[O:56])[O:51][C:52]([CH3:55])([CH3:54])[CH3:53])[CH2:45]1. Product: [Cl:3][C:4]1[CH:5]=[N:6][C:7]2[NH:8][C:9]3[CH:10]=[CH:11][CH:12]=[C:13]([CH:26]=3)[CH2:14][CH2:15][C:16]3[CH:24]=[C:20]([NH:21][C:22]=1[N:23]=2)[CH:19]=[CH:18][C:17]=3[NH:25][C:33]([N:44]1[CH2:48][CH2:47][C@@H:46]([NH:49][C:50](=[O:56])[O:51][C:52]([CH3:53])([CH3:55])[CH3:54])[CH2:45]1)=[O:34]. The catalyst class is: 61.